Dataset: NCI-60 drug combinations with 297,098 pairs across 59 cell lines. Task: Regression. Given two drug SMILES strings and cell line genomic features, predict the synergy score measuring deviation from expected non-interaction effect. (1) Drug 1: CC1=C(C(CCC1)(C)C)C=CC(=CC=CC(=CC(=O)O)C)C. Drug 2: CC1CCCC2(C(O2)CC(NC(=O)CC(C(C(=O)C(C1O)C)(C)C)O)C(=CC3=CSC(=N3)C)C)C. Cell line: EKVX. Synergy scores: CSS=24.9, Synergy_ZIP=0.386, Synergy_Bliss=1.93, Synergy_Loewe=5.04, Synergy_HSA=5.72. (2) Drug 2: C(CN)CNCCSP(=O)(O)O. Drug 1: C1CN1P(=S)(N2CC2)N3CC3. Synergy scores: CSS=7.97, Synergy_ZIP=-2.53, Synergy_Bliss=-3.90, Synergy_Loewe=-17.3, Synergy_HSA=-3.42. Cell line: SF-539. (3) Drug 1: CN(C)N=NC1=C(NC=N1)C(=O)N. Drug 2: C1CN(P(=O)(OC1)NCCCl)CCCl. Cell line: UACC62. Synergy scores: CSS=2.64, Synergy_ZIP=-0.741, Synergy_Bliss=0.279, Synergy_Loewe=0.199, Synergy_HSA=0.299. (4) Drug 1: CNC(=O)C1=CC=CC=C1SC2=CC3=C(C=C2)C(=NN3)C=CC4=CC=CC=N4. Drug 2: C1=C(C(=O)NC(=O)N1)F. Cell line: SF-268. Synergy scores: CSS=23.6, Synergy_ZIP=5.17, Synergy_Bliss=6.92, Synergy_Loewe=6.20, Synergy_HSA=6.40. (5) Drug 1: CC1=C(C(CCC1)(C)C)C=CC(=CC=CC(=CC(=O)O)C)C. Drug 2: C(CC(=O)O)C(=O)CN.Cl. Cell line: SNB-19. Synergy scores: CSS=3.58, Synergy_ZIP=-0.531, Synergy_Bliss=0.710, Synergy_Loewe=-3.00, Synergy_HSA=-2.85.